Dataset: Reaction yield outcomes from USPTO patents with 853,638 reactions. Task: Predict the reaction yield, written as a fraction of the theoretical maximum amount of product (1.0 means a 100% yield; for example, 0.34 means a 34% yield). (1) The product is [C:23]([CH:27]1[CH2:32][CH2:31][CH:30]([NH:20][C:19]2[CH:21]=[CH:22][C:16]([O:15][C:6]3[C:5]4[C:10](=[CH:11][C:12]([O:13][CH3:14])=[C:3]([O:2][CH3:1])[CH:4]=4)[N:9]=[CH:8][CH:7]=3)=[CH:17][CH:18]=2)[CH2:29][CH2:28]1)([CH3:26])([CH3:25])[CH3:24]. The catalyst is CN(C)C=O.C(OCC)(=O)C. The yield is 0.110. The reactants are [CH3:1][O:2][C:3]1[CH:4]=[C:5]2[C:10](=[CH:11][C:12]=1[O:13][CH3:14])[N:9]=[CH:8][CH:7]=[C:6]2[O:15][C:16]1[CH:22]=[CH:21][C:19]([NH2:20])=[CH:18][CH:17]=1.[C:23]([CH:27]1[CH2:32][CH2:31][C:30](=O)[CH2:29][CH2:28]1)([CH3:26])([CH3:25])[CH3:24].C(O[BH-](OC(=O)C)OC(=O)C)(=O)C.[Na+].O. (2) The reactants are C(OC(=O)CN1[CH2:11][CH2:10][N:9]([C:12]2[C:17]([N+:18]([O-])=O)=[CH:16][C:15]([C:21](=[O:26])[NH:22][CH:23]3[CH2:25][CH2:24]3)=[CH:14][N:13]=2)[CH2:8][CH2:7]1)C.[CH2:28]([OH:30])[CH3:29]. The catalyst is [Pd]. The product is [CH2:28]([O:30][C:21](=[O:26])[CH2:15][CH:14]1[CH2:7][CH2:8][N:9]([C:12]2[C:17]([NH2:18])=[CH:16][C:15]([C:21](=[O:26])[NH:22][CH:23]3[CH2:24][CH2:25]3)=[CH:14][N:13]=2)[CH2:10][CH2:11]1)[CH3:29]. The yield is 0.970. (3) The yield is 0.120. The catalyst is CN(C)C1C=CN=CC=1. The product is [CH3:8][C:4]1[CH:5]=[CH:6][CH:7]=[C:2]([CH3:1])[C:3]=1[NH:9][C:10]1[CH:18]=[CH:17][CH:16]=[CH:15][C:11]=1[C:12]([NH:41][C:40]1[CH:42]=[CH:43][C:37]([C:34]2[N:35]=[CH:36][N:32]([C:29]3[CH:30]=[CH:31][C:26]([O:25][C:24]([F:23])([F:45])[F:44])=[CH:27][CH:28]=3)[N:33]=2)=[CH:38][CH:39]=1)=[O:14]. The reactants are [CH3:1][C:2]1[CH:7]=[CH:6][CH:5]=[C:4]([CH3:8])[C:3]=1[NH:9][C:10]1[CH:18]=[CH:17][CH:16]=[CH:15][C:11]=1[C:12]([OH:14])=O.S(Cl)(Cl)=O.[F:23][C:24]([F:45])([F:44])[O:25][C:26]1[CH:31]=[CH:30][C:29]([N:32]2[CH:36]=[N:35][C:34]([C:37]3[CH:43]=[CH:42][C:40]([NH2:41])=[CH:39][CH:38]=3)=[N:33]2)=[CH:28][CH:27]=1.C(N(CC)C(C)C)(C)C. (4) The reactants are [C:1]([O:5][C:6]([N:8]1[CH2:13][CH2:12][N:11]([C:14]2[N:19]=[CH:18][C:17]([C:20]3[CH:25]=[CH:24][C:23](F)=[CH:22][CH:21]=3)=[CH:16][N:15]=2)[CH2:10][CH2:9]1)=[O:7])([CH3:4])([CH3:3])[CH3:2].C(OC(N1CCN(C2N=CC(Br)=CN=2)CC1)=O)(C)(C)C.[F:47][C:48]([F:59])([F:58])C1C=CC(B(O)O)=CC=1. No catalyst specified. The product is [C:1]([O:5][C:6]([N:8]1[CH2:9][CH2:10][N:11]([C:14]2[N:19]=[CH:18][C:17]([C:20]3[CH:25]=[CH:24][C:23]([C:48]([F:59])([F:58])[F:47])=[CH:22][CH:21]=3)=[CH:16][N:15]=2)[CH2:12][CH2:13]1)=[O:7])([CH3:2])([CH3:3])[CH3:4]. The yield is 0.950. (5) The reactants are [CH3:1][O:2][C:3]1[CH:4]=[C:5]([CH:17]=[CH:18][C:19]=1[O:20][CH2:21][C:22]1[N:23]=[C:24](C2C=CC=CC=2)[O:25][C:26]=1[CH3:27])[CH2:6][O:7][C:8]1[C:13]([CH2:14][C:15]#N)=[CH:12][CH:11]=[CH:10][N:9]=1.[CH2:34](O)[CH3:35].[OH-:37].[K+].Cl.[OH2:40]. No catalyst specified. The product is [CH3:1][O:2][C:3]1[CH:4]=[C:5]([CH:17]=[CH:18][C:19]=1[O:20][CH2:21][C:22]1[N:23]=[C:24]([C:35]2[CH:34]=[CH:18][CH:19]=[CH:3][CH:4]=2)[O:25][C:26]=1[CH3:27])[CH2:6][O:7][C:8]1[C:13]([CH2:14][C:15]([OH:40])=[O:37])=[CH:12][CH:11]=[CH:10][N:9]=1. The yield is 0.650. (6) The reactants are [Cl:1][C:2]1[CH:3]=[C:4]([C:9]2([CH:15]([NH:17][CH:18]=O)[CH3:16])[CH2:14][CH2:13][CH2:12][CH2:11][CH2:10]2)[CH:5]=[CH:6][C:7]=1[Cl:8].S(C)C. The catalyst is C1COCC1. The product is [ClH:1].[Cl:1][C:2]1[CH:3]=[C:4]([C:9]2([CH:15]([NH:17][CH3:18])[CH3:16])[CH2:14][CH2:13][CH2:12][CH2:11][CH2:10]2)[CH:5]=[CH:6][C:7]=1[Cl:8]. The yield is 0.700.